From a dataset of Forward reaction prediction with 1.9M reactions from USPTO patents (1976-2016). Predict the product of the given reaction. Given the reactants [Si:1]([O:8][CH2:9][C:10]#[C:11][C:12]1[C:20]2[C:15](=[CH:16][CH:17]=[CH:18][C:19]=2[N+:21]([O-])=O)[N:14]([C:24]([O:26][C:27]([CH3:30])([CH3:29])[CH3:28])=[O:25])[N:13]=1)([C:4]([CH3:7])([CH3:6])[CH3:5])([CH3:3])[CH3:2], predict the reaction product. The product is: [NH2:21][C:19]1[CH:18]=[CH:17][CH:16]=[C:15]2[C:20]=1[C:12]([CH2:11][CH2:10][CH2:9][O:8][Si:1]([C:4]([CH3:7])([CH3:6])[CH3:5])([CH3:2])[CH3:3])=[N:13][N:14]2[C:24]([O:26][C:27]([CH3:30])([CH3:29])[CH3:28])=[O:25].